This data is from Forward reaction prediction with 1.9M reactions from USPTO patents (1976-2016). The task is: Predict the product of the given reaction. (1) Given the reactants [OH-].[Na+].C([O:5][C:6](=[O:26])[CH2:7][CH2:8][CH2:9][CH2:10][CH2:11][CH2:12][N:13]1[CH:17]=[CH:16][C:15]([C:18]2[CH:23]=[CH:22][CH:21]=[CH:20][C:19]=2[O:24][CH3:25])=[N:14]1)C, predict the reaction product. The product is: [CH3:25][O:24][C:19]1[CH:20]=[CH:21][CH:22]=[CH:23][C:18]=1[C:15]1[CH:16]=[CH:17][N:13]([CH2:12][CH2:11][CH2:10][CH2:9][CH2:8][CH2:7][C:6]([OH:26])=[O:5])[N:14]=1. (2) Given the reactants CC1(C)C(C)(C)OB([C:9]2[CH2:14][CH2:13][CH:12]([C:15]([F:18])([F:17])[F:16])[CH2:11][CH:10]=2)O1.C(=O)([O-])[O-].[Na+].[Na+].O.Br[C:28]1[N:33]=[CH:32][C:31]([NH:34][C:35]([C:37]2[CH:38]=[N:39][N:40]([C:43]3[CH:48]=[CH:47][C:46]([C:49]([F:52])([F:51])[F:50])=[CH:45][N:44]=3)[C:41]=2[CH3:42])=[O:36])=[CH:30][C:29]=1[CH3:53], predict the reaction product. The product is: [CH3:42][C:41]1[N:40]([C:43]2[CH:48]=[CH:47][C:46]([C:49]([F:50])([F:52])[F:51])=[CH:45][N:44]=2)[N:39]=[CH:38][C:37]=1[C:35]([NH:34][C:31]1[CH:32]=[N:33][C:28]([C:9]2[CH2:14][CH2:13][CH:12]([C:15]([F:16])([F:17])[F:18])[CH2:11][CH:10]=2)=[C:29]([CH3:53])[CH:30]=1)=[O:36]. (3) Given the reactants [C:1]([O:5][CH:6]([C:11]1[N:16]([CH3:17])[C:15](=[O:18])[C:14]2[NH:19][CH:20]=[CH:21][C:13]=2[C:12]=1[C:22]1[CH:27]=[CH:26][C:25]([CH3:28])=[CH:24][CH:23]=1)[C:7]([O:9]C)=[O:8])([CH3:4])([CH3:3])[CH3:2].[F:29][C:30]1[CH:31]=[C:32]([CH:35]=[CH:36][C:37]=1[F:38])[CH2:33]Br, predict the reaction product. The product is: [C:1]([O:5][CH:6]([C:11]1[N:16]([CH3:17])[C:15](=[O:18])[C:14]2[N:19]([CH2:33][C:32]3[CH:35]=[CH:36][C:37]([F:38])=[C:30]([F:29])[CH:31]=3)[CH:20]=[CH:21][C:13]=2[C:12]=1[C:22]1[CH:23]=[CH:24][C:25]([CH3:28])=[CH:26][CH:27]=1)[C:7]([OH:9])=[O:8])([CH3:3])([CH3:2])[CH3:4]. (4) Given the reactants [CH3:1][O:2][C:3](=[O:23])[CH2:4][C:5]1[CH:10]=[CH:9][C:8]([O:11][CH3:12])=[C:7]([O:13][C:14]2[CH:19]=[CH:18][C:17]([Br:20])=[CH:16][C:15]=2[CH2:21]Br)[CH:6]=1.[F:24][C:25]1[CH:26]=[C:27]([C@@H:32]2[O:36][C:35](=[O:37])[NH:34][C@@H:33]2[CH3:38])[CH:28]=[C:29]([F:31])[CH:30]=1, predict the reaction product. The product is: [CH3:1][O:2][C:3](=[O:23])[CH2:4][C:5]1[CH:10]=[CH:9][C:8]([O:11][CH3:12])=[C:7]([O:13][C:14]2[CH:19]=[CH:18][C:17]([Br:20])=[CH:16][C:15]=2[CH2:21][N:34]2[C@H:33]([CH3:38])[C@H:32]([C:27]3[CH:26]=[C:25]([F:24])[CH:30]=[C:29]([F:31])[CH:28]=3)[O:36][C:35]2=[O:37])[CH:6]=1. (5) The product is: [CH2:11]([O:10][C:8]([C:3]1[CH2:4][CH2:5][CH2:6][CH2:7][C:2]=1[NH:1][C:24](=[O:25])[CH2:23][CH2:22][CH2:21][CH2:20][Br:19])=[O:9])[CH3:12]. Given the reactants [NH2:1][C:2]1[CH2:7][CH2:6][CH2:5][CH2:4][C:3]=1[C:8]([O:10][CH2:11][CH3:12])=[O:9].N1C=CC=CC=1.[Br:19][CH2:20][CH2:21][CH2:22][CH2:23][C:24](Cl)=[O:25].C(OCC)(=O)C, predict the reaction product.